This data is from Reaction yield outcomes from USPTO patents with 853,638 reactions. The task is: Predict the reaction yield, written as a fraction of the theoretical maximum amount of product (1.0 means a 100% yield; for example, 0.34 means a 34% yield). (1) The reactants are Br[C:2]1[CH:7]=[CH:6][N:5]2[CH:8]=[C:9]([C:11]3[CH:16]=[CH:15][CH:14]=[C:13]([O:17][CH3:18])[CH:12]=3)[N:10]=[C:4]2[CH:3]=1.[NH:19]1[CH2:24][CH2:23][CH2:22][CH2:21][CH2:20]1. No catalyst specified. The product is [CH3:18][O:17][C:13]1[CH:12]=[C:11]([C:9]2[N:10]=[C:4]3[CH:3]=[C:2]([N:19]4[CH2:24][CH2:23][CH2:22][CH2:21][CH2:20]4)[CH:7]=[CH:6][N:5]3[CH:8]=2)[CH:16]=[CH:15][CH:14]=1. The yield is 0.120. (2) The catalyst is C(OCC)(=O)C.[Cu]I.C1(C)C=CC=CC=1. The yield is 0.150. The reactants are [C-]#N.[K+].C[NH:5][CH2:6][CH2:7]NC.BrC1[CH:12]=[C:13]([CH3:18])[CH:14]=[C:15]([CH3:17])[CH:16]=1.CCCCCCCCCCCC.N. The product is [CH3:18][C:13]1[CH:12]=[C:7]([CH:16]=[C:15]([CH3:17])[CH:14]=1)[C:6]#[N:5]. (3) The reactants are [CH3:1][O:2][C:3]1[CH:8]=[CH:7][C:6]([CH2:9][Cl:10])=[CH:5][C:4]=1[CH3:11].[C:12]1([P:18]([C:25]2[CH:30]=[CH:29][CH:28]=[CH:27][CH:26]=2)[C:19]2[CH:24]=[CH:23][CH:22]=[CH:21][CH:20]=2)[CH:17]=[CH:16][CH:15]=[CH:14][CH:13]=1. The catalyst is C1(C)C=CC=CC=1. The product is [Cl-:10].[CH3:1][O:2][C:3]1[CH:8]=[CH:7][C:6]([CH2:9][P+:18]([C:19]2[CH:20]=[CH:21][CH:22]=[CH:23][CH:24]=2)([C:25]2[CH:30]=[CH:29][CH:28]=[CH:27][CH:26]=2)[C:12]2[CH:13]=[CH:14][CH:15]=[CH:16][CH:17]=2)=[CH:5][C:4]=1[CH3:11]. The yield is 0.710. (4) The reactants are [Cl:1][C:2]1[CH:14]=[C:13]([N+:15]([O-])=O)[CH:12]=[C:11]([Cl:18])[C:3]=1[O:4][C:5]1[CH:10]=[CH:9][CH:8]=[CH:7][N:6]=1.[NH4+].[Cl-]. The product is [Cl:18][C:11]1[CH:12]=[C:13]([NH2:15])[CH:14]=[C:2]([Cl:1])[C:3]=1[O:4][C:5]1[CH:10]=[CH:9][CH:8]=[CH:7][N:6]=1. The yield is 0.930. The catalyst is [Zn].C1COCC1. (5) The reactants are Cl.[CH3:2][O:3][C:4](=[O:11])[CH2:5][CH2:6][CH2:7][CH2:8][C:9]#[N:10].[CH2:12]([O:14]CC)C. The catalyst is CO. The product is [NH:10]=[C:9]([O:14][CH3:12])[CH2:8][CH2:7][CH2:6][CH2:5][C:4]([O:3][CH3:2])=[O:11]. The yield is 0.830. (6) The reactants are F.F.F.C([N:6]([CH2:9]C)[CH2:7]C)C.[Si]([O:28][CH2:29][C@H:30]1[O:34][C@@H:33]([N:35]2[CH:42]=[C:41]([CH3:43])[C:39](=[O:40])[NH:38][C:36]2=[O:37])[C@:32](CCON(C)C)([OH:44])[C@@H:31]1[OH:51])(C(C)(C)C)(C1C=CC=CC=1)C1C=CC=CC=1.CO.C1C[O:57][CH2:56][CH2:55]1. The catalyst is C(Cl)Cl. The product is [CH3:9][N:6]([CH3:7])[O:57][CH2:56][CH2:55][O:44][C@@H:32]1[C@H:31]([OH:51])[C@@H:30]([CH2:29][OH:28])[O:34][C@H:33]1[N:35]1[CH:42]=[C:41]([CH3:43])[C:39](=[O:40])[NH:38][C:36]1=[O:37]. The yield is 0.925. (7) The reactants are [N:1]1([C:6]2[CH:11]=[CH:10][C:9]([NH:12][C:13]([CH:15]3[C:24]4[C:19](=[CH:20][CH:21]=[CH:22][CH:23]=4)[C:18](=[O:25])[N:17]([CH2:26][CH2:27][O:28][CH3:29])[CH:16]3[C:30]#[C:31][Si](C)(C)C)=[O:14])=[CH:8][CH:7]=2)[CH:5]=[CH:4][CH:3]=[CH:2]1.C(=O)([O-])[O-].[K+].[K+]. The catalyst is CO.O. The product is [N:1]1([C:6]2[CH:7]=[CH:8][C:9]([NH:12][C:13]([CH:15]3[C:24]4[C:19](=[CH:20][CH:21]=[CH:22][CH:23]=4)[C:18](=[O:25])[N:17]([CH2:26][CH2:27][O:28][CH3:29])[CH:16]3[C:30]#[CH:31])=[O:14])=[CH:10][CH:11]=2)[CH:5]=[CH:4][CH:3]=[CH:2]1. The yield is 0.180.